From a dataset of Peptide-MHC class II binding affinity with 134,281 pairs from IEDB. Regression. Given a peptide amino acid sequence and an MHC pseudo amino acid sequence, predict their binding affinity value. This is MHC class II binding data. (1) The peptide sequence is DVKFPGGGQIVEGVY. The MHC is HLA-DQA10501-DQB10301 with pseudo-sequence HLA-DQA10501-DQB10301. The binding affinity (normalized) is 0.671. (2) The peptide sequence is WLDAKSTWYGKPTAA. The MHC is HLA-DQA10201-DQB10202 with pseudo-sequence HLA-DQA10201-DQB10202. The binding affinity (normalized) is 0. (3) The peptide sequence is KYMVIQGEPGAVIRG. The MHC is HLA-DQA10501-DQB10201 with pseudo-sequence HLA-DQA10501-DQB10201. The binding affinity (normalized) is 0.370. (4) The peptide sequence is GYKDWILWISFAISC. The MHC is DRB1_0901 with pseudo-sequence DRB1_0901. The binding affinity (normalized) is 0.195. (5) The peptide sequence is GDSYIIVGRGDSRLT. The MHC is DRB1_0301 with pseudo-sequence DRB1_0301. The binding affinity (normalized) is 0.808. (6) The peptide sequence is KTQIDQVESTAGSLQ. The MHC is HLA-DQA10102-DQB10602 with pseudo-sequence HLA-DQA10102-DQB10602. The binding affinity (normalized) is 0.0690. (7) The peptide sequence is MNFDIPEEIKQLQQF. The MHC is DRB1_1101 with pseudo-sequence DRB1_1101. The binding affinity (normalized) is 0.178.